Dataset: Forward reaction prediction with 1.9M reactions from USPTO patents (1976-2016). Task: Predict the product of the given reaction. (1) The product is: [CH:18]1([C@@H:12]2[C:13]3[C:14](=[N:15][NH:16][CH:17]=3)[CH:10]([CH2:9][OH:8])[NH:11]2)[CH2:20][CH2:19]1. Given the reactants [Si]([O:8][CH2:9][CH:10]1[C:14]2=[N:15][NH:16][CH:17]=[C:13]2[C@@H:12]([CH:18]2[CH2:20][CH2:19]2)[N:11]1C(OC(C)(C)C)=O)(C(C)(C)C)(C)C.Cl, predict the reaction product. (2) Given the reactants C[O:2][C:3]([C:5]1[CH:6]=[C:7]2[C:11](=[CH:12][C:13]=1[F:14])[NH:10][N:9]=[C:8]2/[CH:15]=[CH:16]/[C:17]1[S:18][CH:19]=[CH:20][CH:21]=1)=[O:4].[OH-].[Na+].Cl, predict the reaction product. The product is: [F:14][C:13]1[CH:12]=[C:11]2[C:7]([C:8](/[CH:15]=[CH:16]/[C:17]3[S:18][CH:19]=[CH:20][CH:21]=3)=[N:9][NH:10]2)=[CH:6][C:5]=1[C:3]([OH:4])=[O:2].